Task: Regression. Given a peptide amino acid sequence and an MHC pseudo amino acid sequence, predict their binding affinity value. This is MHC class I binding data.. Dataset: Peptide-MHC class I binding affinity with 185,985 pairs from IEDB/IMGT (1) The peptide sequence is RAVEPGTVL. The MHC is HLA-B15:01 with pseudo-sequence HLA-B15:01. The binding affinity (normalized) is 0.510. (2) The MHC is HLA-A30:02 with pseudo-sequence HLA-A30:02. The binding affinity (normalized) is 0.0932. The peptide sequence is MYLKLRSETL. (3) The peptide sequence is KSTSPTRTWK. The MHC is HLA-A33:01 with pseudo-sequence HLA-A33:01. The binding affinity (normalized) is 0.184. (4) The peptide sequence is TITETAATI. The MHC is HLA-A24:02 with pseudo-sequence HLA-A24:02. The binding affinity (normalized) is 0.00298. (5) The peptide sequence is LAAIANQAV. The MHC is HLA-B51:01 with pseudo-sequence HLA-B51:01. The binding affinity (normalized) is 0.333. (6) The peptide sequence is KLASTNSAL. The MHC is H-2-Kd with pseudo-sequence H-2-Kd. The binding affinity (normalized) is 0.726. (7) The peptide sequence is TLALEVAQQK. The MHC is HLA-B42:01 with pseudo-sequence HLA-B42:01. The binding affinity (normalized) is 0. (8) The binding affinity (normalized) is 0.564. The peptide sequence is SVNNYQASK. The MHC is HLA-A03:01 with pseudo-sequence HLA-A03:01. (9) The peptide sequence is ATAWRTGGY. The MHC is HLA-A29:02 with pseudo-sequence HLA-A29:02. The binding affinity (normalized) is 0.646.